This data is from Forward reaction prediction with 1.9M reactions from USPTO patents (1976-2016). The task is: Predict the product of the given reaction. (1) Given the reactants [O:1]([C:8]1[CH:13]=[CH:12][C:11]([C:14]2[C:22]3[C:21]([NH2:23])=[N:20][CH:19]=[N:18][C:17]=3[N:16]([C@H:24]3[CH2:29][CH2:28][C@@H:27]([N:30]4[CH2:35][CH2:34][CH2:33][CH2:32][CH2:31]4)[CH2:26][CH2:25]3)[CH:15]=2)=[CH:10][CH:9]=1)[C:2]1[CH:7]=[CH:6][CH:5]=[CH:4][CH:3]=1.[ClH:36], predict the reaction product. The product is: [ClH:36].[O:1]([C:8]1[CH:9]=[CH:10][C:11]([C:14]2[C:22]3[C:21]([NH2:23])=[N:20][CH:19]=[N:18][C:17]=3[N:16]([C@H:24]3[CH2:25][CH2:26][C@@H:27]([N:30]4[CH2:31][CH2:32][CH2:33][CH2:34][CH2:35]4)[CH2:28][CH2:29]3)[CH:15]=2)=[CH:12][CH:13]=1)[C:2]1[CH:3]=[CH:4][CH:5]=[CH:6][CH:7]=1. (2) Given the reactants C[O-].[Na+].[CH3:4][O:5][C:6]1[CH:11]=[CH:10][CH:9]=[CH:8][C:7]=1[C:12]([NH2:14])=[NH:13].[CH2:15]([CH:17]([C:23](=O)[CH3:24])[C:18](OCC)=[O:19])[CH3:16], predict the reaction product. The product is: [CH2:23]([C:17]1[C:18](=[O:19])[N:13]=[C:12]([C:7]2[CH:8]=[CH:9][CH:10]=[CH:11][C:6]=2[O:5][CH3:4])[NH:14][C:15]=1[CH3:16])[CH3:24]. (3) Given the reactants [C:1]([C:5]1[CH:6]=[C:7]([CH:17]=[C:18]([C:21]([CH3:24])([CH3:23])[CH3:22])[C:19]=1[OH:20])[C:8]([NH:10][C:11]1([C:14](O)=[O:15])[CH2:13][CH2:12]1)=[O:9])([CH3:4])([CH3:3])[CH3:2].[S:25]1[CH:29]=[CH:28][N:27]=[C:26]1[CH2:30][NH2:31].CN(C(ON1N=NC2C=CC=NC1=2)=[N+](C)C)C.F[P-](F)(F)(F)(F)F.CCN(C(C)C)C(C)C, predict the reaction product. The product is: [C:1]([C:5]1[CH:6]=[C:7]([CH:17]=[C:18]([C:21]([CH3:22])([CH3:23])[CH3:24])[C:19]=1[OH:20])[C:8]([NH:10][C:11]1([C:14](=[O:15])[NH:31][CH2:30][C:26]2[S:25][CH:29]=[CH:28][N:27]=2)[CH2:12][CH2:13]1)=[O:9])([CH3:2])([CH3:3])[CH3:4].